Predict which catalyst facilitates the given reaction. From a dataset of Catalyst prediction with 721,799 reactions and 888 catalyst types from USPTO. (1) Reactant: [N+:1]([C:4]1[CH:5]=[CH:6][C:7]2[O:13][CH2:12][CH2:11][C:10](=[O:14])[NH:9][C:8]=2[CH:15]=1)([O-])=O.CO. Product: [NH2:1][C:4]1[CH:5]=[CH:6][C:7]2[O:13][CH2:12][CH2:11][C:10](=[O:14])[NH:9][C:8]=2[CH:15]=1. The catalyst class is: 45. (2) Reactant: C([N:8]1[CH2:13][CH2:12][CH:11]([CH2:14][CH2:15][OH:16])[CH2:10][CH2:9]1)(OC(C)(C)C)=O.[H-].[Na+].[CH3:19]I.[ClH:21]. Product: [ClH:21].[CH3:19][O:16][CH2:15][CH2:14][CH:11]1[CH2:10][CH2:9][NH:8][CH2:13][CH2:12]1. The catalyst class is: 242. (3) Reactant: Br[C:2]1=[CH:3][CH2:4][CH2:5][CH2:6][CH2:7][CH2:8][CH:9]1[O:10][CH2:11][CH2:12][CH:13]=[CH2:14].C1CCN2C(=NCCC2)CC1.CCOC(C)=O.Cl. Product: [CH2:11]([O:10][CH:9]1[CH2:8][CH2:7][CH2:6][CH2:5][CH2:4][C:3]#[C:2]1)[CH2:12][CH:13]=[CH2:14]. The catalyst class is: 16. (4) Reactant: [Cl:1][C:2]1[CH:19]=[CH:18][C:5]([CH2:6][N:7]2[C:15]3[CH:14]=[C:13]([F:16])[CH:12]=[C:11]([NH2:17])[C:10]=3[CH:9]=[CH:8]2)=[CH:4][CH:3]=1.[C:20](O[C:20]([O:22][C:23]([CH3:26])([CH3:25])[CH3:24])=[O:21])([O:22][C:23]([CH3:26])([CH3:25])[CH3:24])=[O:21]. Product: [Cl:1][C:2]1[CH:19]=[CH:18][C:5]([CH2:6][N:7]2[C:15]3[C:10](=[C:11]([NH:17][C:20](=[O:21])[O:22][C:23]([CH3:26])([CH3:25])[CH3:24])[CH:12]=[C:13]([F:16])[CH:14]=3)[CH:9]=[CH:8]2)=[CH:4][CH:3]=1. The catalyst class is: 107.